Dataset: Full USPTO retrosynthesis dataset with 1.9M reactions from patents (1976-2016). Task: Predict the reactants needed to synthesize the given product. (1) Given the product [S:39]1[CH:40]=[C:36]([CH2:35][N:25]([C@@H:26]([CH3:34])[CH:27]([O:31][CH2:32][CH3:33])[O:28][CH2:29][CH3:30])[C:23](=[O:24])[C@@H:22]([NH:21][C:17](=[O:19])[CH2:16][O:15][NH:14][C:13]([NH:12][CH2:11][C:1]2[C:10]3[C:5](=[CH:6][CH:7]=[CH:8][CH:9]=3)[CH:4]=[CH:3][CH:2]=2)=[O:20])[CH3:45])[C:37]2[CH:44]=[CH:43][CH:42]=[CH:41][C:38]1=2, predict the reactants needed to synthesize it. The reactants are: [C:1]1([CH2:11][NH:12][C:13](=[O:20])[NH:14][O:15][CH2:16][C:17]([OH:19])=O)[C:10]2[C:5](=[CH:6][CH:7]=[CH:8][CH:9]=2)[CH:4]=[CH:3][CH:2]=1.[NH2:21][C@@H:22]([CH3:45])[C:23]([N:25]([CH2:35][C:36]1[C:37]2[CH:44]=[CH:43][CH:42]=[CH:41][C:38]=2[S:39][CH:40]=1)[C@@H:26]([CH3:34])[CH:27]([O:31][CH2:32][CH3:33])[O:28][CH2:29][CH3:30])=[O:24]. (2) Given the product [I-:20].[NH2:9][O:8][CH2:7][CH2:6][N+:2]([CH2:3][CH2:4][OH:5])([CH3:1])[CH3:21], predict the reactants needed to synthesize it. The reactants are: [CH3:1][N:2]([CH2:6][CH2:7][O:8][N:9]1C(=O)C2=CC=CC=C2C1=O)[CH2:3][CH2:4][OH:5].[I:20][CH3:21]. (3) Given the product [Br:18][CH2:2][C:3]1[CH:8]=[CH:7][C:6](/[CH:9]=[CH:10]/[C:11]([O:13][CH2:14][CH3:15])=[O:12])=[C:5]([CH3:16])[CH:4]=1, predict the reactants needed to synthesize it. The reactants are: O[CH2:2][C:3]1[CH:8]=[CH:7][C:6](/[CH:9]=[CH:10]/[C:11]([O:13][CH2:14][CH3:15])=[O:12])=[C:5]([CH3:16])[CH:4]=1.C(Br)(Br)(Br)[Br:18].C1(P(C2C=CC=CC=2)C2C=CC=CC=2)C=CC=CC=1.ClCCl.O. (4) Given the product [F:1][C:2]([F:7])([F:6])[C:3]([OH:5])=[O:4].[NH2:17][CH2:18][C@@H:19]1[O:23][C:22](=[O:24])[N:21]([C:25]2[CH:30]=[CH:29][C:28]([C:31]3[S:32][CH2:33][C:34](=[S:37])[NH:35][N:36]=3)=[C:27]([F:38])[CH:26]=2)[CH2:20]1, predict the reactants needed to synthesize it. The reactants are: [F:1][C:2]([F:7])([F:6])[C:3]([OH:5])=[O:4].ClCCl.C(OC(=O)[NH:17][CH2:18][C@@H:19]1[O:23][C:22](=[O:24])[N:21]([C:25]2[CH:30]=[CH:29][C:28]([C:31]3[S:32][CH2:33][C:34](=[S:37])[NH:35][N:36]=3)=[C:27]([F:38])[CH:26]=2)[CH2:20]1)(C)(C)C.